The task is: Predict the product of the given reaction.. This data is from Forward reaction prediction with 1.9M reactions from USPTO patents (1976-2016). (1) The product is: [O:49]1[CH2:53][CH2:52][CH:51]([CH2:54][NH:55][C:13]([C:10]2[CH:9]=[C:8]([CH2:7][O:6][CH2:5][C:4]3[CH:16]=[CH:17][C:18]([Cl:19])=[C:2]([Cl:1])[CH:3]=3)[O:12][N:11]=2)=[O:15])[CH2:50]1. Given the reactants [Cl:1][C:2]1[CH:3]=[C:4]([CH:16]=[CH:17][C:18]=1[Cl:19])[CH2:5][O:6][CH2:7][C:8]1[O:12][N:11]=[C:10]([C:13]([OH:15])=O)[CH:9]=1.C(N(CC)CC)C.Cl.C(N=C=NCCCN(C)C)C.ON1C2C=CC=CC=2N=N1.[O:49]1[CH2:53][CH2:52][CH:51]([CH2:54][NH2:55])[CH2:50]1, predict the reaction product. (2) Given the reactants [CH3:1][O:2][C:3]1[CH:43]=[CH:42][C:6]([CH2:7][N:8]([CH2:33][C:34]2[CH:39]=[CH:38][C:37]([O:40][CH3:41])=[CH:36][CH:35]=2)[C:9]2[N:14]=[C:13]([CH3:15])[N:12]=[C:11]([C:16]3[C:17]([NH:24][C:25]4[CH:26]=[N:27][C:28]([O:31][CH3:32])=[CH:29][CH:30]=4)=[N:18][CH:19]=[C:20]([CH:23]=3)[CH:21]=[O:22])[N:10]=2)=[CH:5][CH:4]=1.[C-]#N.[Na+].[CH3:47][S:48]([N:51]1[CH2:56][CH2:55][NH:54][CH2:53][CH2:52]1)(=[O:50])=[O:49], predict the reaction product. The product is: [CH3:41][O:40][C:37]1[CH:36]=[CH:35][C:34]([CH2:33][N:8]([CH2:7][C:6]2[CH:5]=[CH:4][C:3]([O:2][CH3:1])=[CH:43][CH:42]=2)[C:9]2[N:14]=[C:13]([CH3:15])[N:12]=[C:11]([C:16]3[CH:23]=[C:20]([C:21]([N:54]4[CH2:55][CH2:56][N:51]([S:48]([CH3:47])(=[O:50])=[O:49])[CH2:52][CH2:53]4)=[O:22])[CH:19]=[N:18][C:17]=3[NH:24][C:25]3[CH:26]=[N:27][C:28]([O:31][CH3:32])=[CH:29][CH:30]=3)[N:10]=2)=[CH:39][CH:38]=1. (3) Given the reactants [NH2:1][C@@H:2]1[CH2:11][C@@H:10]2[C@:5]([CH3:14])([CH2:6][CH2:7][CH2:8][C:9]2([CH3:13])[CH3:12])[C@@H:4]([C:15]([C:17]2[CH:18]=[C:19]([OH:24])[CH:20]=[C:21]([OH:23])[CH:22]=2)=[O:16])[C@@H:3]1[CH3:25].[CH3:26][N:27]=[C:28]=[S:29], predict the reaction product. The product is: [OH:24][C:19]1[CH:18]=[C:17]([C:15]([C@@H:4]2[C@:5]3([CH3:14])[C@H:10]([C:9]([CH3:13])([CH3:12])[CH2:8][CH2:7][CH2:6]3)[CH2:11][C@@H:2]([NH:1][C:28]([NH:27][CH3:26])=[S:29])[C@H:3]2[CH3:25])=[O:16])[CH:22]=[C:21]([OH:23])[CH:20]=1. (4) Given the reactants Cl[C:2]1[N:7]=[N:6][C:5]([N:8]2[C:12]([C:13]3[CH:18]=[CH:17][CH:16]=[CH:15][N:14]=3)=[CH:11][C:10]([C:19]([O:21][CH2:22]C)=[O:20])=[N:9]2)=[CH:4][CH:3]=1.[CH3:24][O-:25].[Na+], predict the reaction product. The product is: [CH3:24][O:25][C:2]1[N:7]=[N:6][C:5]([N:8]2[C:12]([C:13]3[CH:18]=[CH:17][CH:16]=[CH:15][N:14]=3)=[CH:11][C:10]([C:19]([O:21][CH3:22])=[O:20])=[N:9]2)=[CH:4][CH:3]=1. (5) Given the reactants [S:1]1[CH:5]=[CH:4][CH:3]=[C:2]1[CH:6]=O.[N:8]([CH2:11][C:12]([O:14][CH2:15][CH3:16])=[O:13])=[N+:9]=[N-:10].[O-]CC.[Na+].Cl, predict the reaction product. The product is: [CH2:15]([O:14][C:12](=[O:13])[C:11]([N:8]=[N+:9]=[N-:10])=[CH:6][C:2]1[S:1][CH:5]=[CH:4][CH:3]=1)[CH3:16]. (6) The product is: [Br:1][C:2]1[CH:3]=[C:4]([F:11])[C:5]([C:8]([N:32]([O:33][CH3:12])[CH3:27])=[O:9])=[N:6][CH:7]=1. Given the reactants [Br:1][C:2]1[CH:3]=[C:4]([F:11])[C:5]([C:8](O)=[O:9])=[N:6][CH:7]=1.[CH3:12]CN=C=NCCCN(C)C.Cl.C1C=C[C:27]2[N:32]([OH:33])N=NC=2C=1, predict the reaction product.